From a dataset of Forward reaction prediction with 1.9M reactions from USPTO patents (1976-2016). Predict the product of the given reaction. (1) Given the reactants [CH2:1]([O:8][C:9](=[O:26])[CH:10]([C:19]1[CH:24]=[CH:23][C:22](Br)=[CH:21][CH:20]=1)[NH:11][C:12]([O:14][C:15]([CH3:18])([CH3:17])[CH3:16])=[O:13])[C:2]1[CH:7]=[CH:6][CH:5]=[CH:4][CH:3]=1.[CH:27]([S:29]([CH3:32])(=[O:31])=[O:30])=[CH2:28].C1(C)C=CC=CC=1P(C1C=CC=CC=1C)C1C=CC=CC=1C.C(N(CC)CC)C, predict the reaction product. The product is: [CH2:1]([O:8][C:9](=[O:26])[CH:10]([NH:11][C:12]([O:14][C:15]([CH3:18])([CH3:17])[CH3:16])=[O:13])[C:19]1[CH:24]=[CH:23][C:22](/[CH:28]=[CH:27]/[S:29]([CH3:32])(=[O:31])=[O:30])=[CH:21][CH:20]=1)[C:2]1[CH:7]=[CH:6][CH:5]=[CH:4][CH:3]=1. (2) Given the reactants [CH2:1]([N:3]1[C:11](=[O:12])[C:10]2[CH2:9][CH2:8][CH2:7][CH2:6][C:5]=2[N:4]1[CH2:13][C:14]([O:16]C(C)(C)C)=[O:15])[CH3:2].C(O)(C(F)(F)F)=O, predict the reaction product. The product is: [CH2:1]([N:3]1[C:11](=[O:12])[C:10]2[CH2:9][CH2:8][CH2:7][CH2:6][C:5]=2[N:4]1[CH2:13][C:14]([OH:16])=[O:15])[CH3:2].